This data is from NCI-60 drug combinations with 297,098 pairs across 59 cell lines. The task is: Regression. Given two drug SMILES strings and cell line genomic features, predict the synergy score measuring deviation from expected non-interaction effect. Drug 1: CCCCC(=O)OCC(=O)C1(CC(C2=C(C1)C(=C3C(=C2O)C(=O)C4=C(C3=O)C=CC=C4OC)O)OC5CC(C(C(O5)C)O)NC(=O)C(F)(F)F)O. Drug 2: C1=NC(=NC(=O)N1C2C(C(C(O2)CO)O)O)N. Cell line: SF-295. Synergy scores: CSS=27.4, Synergy_ZIP=-1.13, Synergy_Bliss=-1.05, Synergy_Loewe=-4.80, Synergy_HSA=-0.777.